This data is from Forward reaction prediction with 1.9M reactions from USPTO patents (1976-2016). The task is: Predict the product of the given reaction. Given the reactants [F:1][C:2]([F:26])([F:25])[C:3]1[CH:4]=[C:5]([N:9]([C:13]2[CH:18]=[CH:17][C:16]([NH2:19])=[CH:15][C:14]=2[C:20]2[NH:24][N:23]=[N:22][N:21]=2)[C:10]([NH2:12])=[O:11])[CH:6]=[CH:7][CH:8]=1.C(N(CC)CC)C.[C:34](Cl)(=[O:41])[C:35]1[CH:40]=[CH:39][CH:38]=[CH:37][CH:36]=1.O, predict the reaction product. The product is: [F:26][C:2]([F:1])([F:25])[C:3]1[CH:4]=[C:5]([N:9]([C:13]2[CH:18]=[CH:17][C:16]([NH:19][C:34](=[O:41])[C:35]3[CH:40]=[CH:39][CH:38]=[CH:37][CH:36]=3)=[CH:15][C:14]=2[C:20]2[NH:24][N:23]=[N:22][N:21]=2)[C:10]([NH2:12])=[O:11])[CH:6]=[CH:7][CH:8]=1.